From a dataset of Full USPTO retrosynthesis dataset with 1.9M reactions from patents (1976-2016). Predict the reactants needed to synthesize the given product. (1) Given the product [CH3:24][O:23][C:21]1[CH:20]=[CH:19][C:15]2[N:16]=[C:17]([CH3:18])[C:12]3[N:13]([C:9]([C:4]4[CH:5]=[CH:6][C:7]([O:27][CH3:26])=[CH:2][CH:3]=4)=[N:10][C:11]=3[CH3:25])[C:14]=2[N:22]=1, predict the reactants needed to synthesize it. The reactants are: Cl[C:2]1[CH:3]=[C:4]([C:9]2[N:13]3[C:14]4[N:22]=[C:21]([O:23][CH3:24])[CH:20]=[CH:19][C:15]=4[N:16]=[C:17]([CH3:18])[C:12]3=[C:11]([CH3:25])[N:10]=2)[CH:5]=[C:6](Cl)[CH:7]=1.[CH3:26][O:27]C1C=CC(B(O)O)=CC=1.C([O-])([O-])=O.[K+].[K+]. (2) Given the product [CH:15]1[C:16]2[C:11](=[CH:10][C:9]([C:21]3[CH:30]=[CH:29][C:28]([O:31][CH3:32])=[C:27]4[C:22]=3[CH:23]=[CH:24][CH:25]=[N:26]4)=[CH:18][CH:17]=2)[CH:12]=[CH:13][N:14]=1, predict the reactants needed to synthesize it. The reactants are: CC1(C)C(C)(C)OB([C:9]2[CH:10]=[C:11]3[C:16](=[CH:17][CH:18]=2)[CH:15]=[N:14][CH:13]=[CH:12]3)O1.Br[C:21]1[CH:30]=[CH:29][C:28]([O:31][CH3:32])=[C:27]2[C:22]=1[CH:23]=[CH:24][CH:25]=[N:26]2. (3) Given the product [CH2:9]([C:2]1[N:7]=[C:6]([NH2:8])[CH:5]=[CH:4][N:3]=1)[CH3:10], predict the reactants needed to synthesize it. The reactants are: Cl[C:2]1[N:7]=[C:6]([NH2:8])[CH:5]=[CH:4][N:3]=1.[CH2:9](B(CC)CC)[CH3:10].[O-]P([O-])([O-])=O.[K+].[K+].[K+].O. (4) Given the product [Br:1][C:2]1[CH:3]=[C:4]([C:8]2([C:10]3[CH:15]=[CH:14][C:13]([O:16][CH:17]([CH3:18])[CH3:19])=[C:12]([CH3:20])[CH:11]=3)[CH2:9][O:25][C:26]([NH2:30])=[N:21]2)[CH:5]=[CH:6][CH:7]=1, predict the reactants needed to synthesize it. The reactants are: [Br:1][C:2]1[CH:3]=[C:4]([C:8]([C:10]2[CH:15]=[CH:14][C:13]([O:16][CH:17]([CH3:19])[CH3:18])=[C:12]([CH3:20])[CH:11]=2)=[CH2:9])[CH:5]=[CH:6][CH:7]=1.[NH3:21].C([O:25][CH2:26]C)(=O)C.C(#[N:30])C. (5) Given the product [CH2:1]([O:3][C:4]([C:6]1[C:14]2[C:9](=[CH:10][C:11]([Br:28])=[C:12]([CH:15]=[C:16]3[C:25]4[C:20](=[CH:21][C:22]([O:26][CH3:27])=[CH:23][CH:24]=4)[CH2:19][CH2:18][N:17]3[CH:36]=[O:41])[CH:13]=2)[NH:8][C:7]=1[CH3:29])=[O:5])[CH3:2], predict the reactants needed to synthesize it. The reactants are: [CH2:1]([O:3][C:4]([C:6]1[C:14]2[C:9](=[CH:10][C:11]([Br:28])=[C:12]([CH2:15][C:16]3[C:25]4[C:20](=[CH:21][C:22]([O:26][CH3:27])=[CH:23][CH:24]=4)[CH2:19][CH2:18][N:17]=3)[CH:13]=2)[NH:8][C:7]=1[CH3:29])=[O:5])[CH3:2].N1C=CC=CC=1.[C:36](OC=O)(=[O:41])C(C)(C)C. (6) Given the product [Cl:32][C:31]1[C:24]([NH:23][C:2]2[CH:18]=[C:17]([NH:19][CH:20]3[CH2:22][CH2:21]3)[C:5]([C:6]([NH:8][CH2:9][C:10]([F:16])([F:15])[C:11]([OH:14])([CH3:13])[CH3:12])=[O:7])=[CH:4][N:3]=2)=[N:25][CH:26]=[C:27]([C:28]#[N:29])[CH:30]=1, predict the reactants needed to synthesize it. The reactants are: Cl[C:2]1[CH:18]=[C:17]([NH:19][CH:20]2[CH2:22][CH2:21]2)[C:5]([C:6]([NH:8][CH2:9][C:10]([F:16])([F:15])[C:11]([OH:14])([CH3:13])[CH3:12])=[O:7])=[CH:4][N:3]=1.[NH2:23][C:24]1[C:31]([Cl:32])=[CH:30][C:27]([C:28]#[N:29])=[CH:26][N:25]=1.C([O-])([O-])=O.[Cs+].[Cs+].CC1(C)C2C(=C(P(C3C=CC=CC=3)C3C=CC=CC=3)C=CC=2)OC2C(P(C3C=CC=CC=3)C3C=CC=CC=3)=CC=CC1=2. (7) Given the product [O-:1][N+:2]1[C:7]2[CH:8]=[CH:9][CH:10]=[CH:11][C:6]=2[N:5]=[C:4]([NH:12][C:13]2[CH:14]=[CH:15][C:16]([CH2:19][C:20]([NH:39][CH2:38][CH2:37][O:36][CH3:35])=[O:21])=[CH:17][CH:18]=2)[N:3]=1, predict the reactants needed to synthesize it. The reactants are: [O-:1][N+:2]1[C:7]2[CH:8]=[CH:9][CH:10]=[CH:11][C:6]=2[N:5]=[C:4]([NH:12][C:13]2[CH:18]=[CH:17][C:16]([CH2:19][C:20](O)=[O:21])=[CH:15][CH:14]=2)[N:3]=1.C1N=CN(C(N2C=NC=C2)=O)C=1.[CH3:35][O:36][CH2:37][CH2:38][NH2:39]. (8) Given the product [Cl:1][C:2]1[C:7]([C:8]2[CH:13]=[CH:12][CH:11]=[C:10]([CH2:14][CH3:15])[CH:9]=2)=[C:6]([C:16]([OH:25])([C@@H:26]2[CH2:31][CH2:30][CH2:29][N:28]([C:32]([C:34]3[CH:39]=[CH:38][C:37]([CH2:40][NH:41][CH3:42])=[CH:36][C:35]=3[CH2:50][CH2:51][C:52]3[NH:56][N:55]=[N:54][N:53]=3)=[O:33])[CH2:27]2)[CH2:17][CH2:18][CH2:19][NH:20][C:21](=[O:24])[O:22][CH3:23])[CH:5]=[CH:4][CH:3]=1, predict the reactants needed to synthesize it. The reactants are: [Cl:1][C:2]1[C:7]([C:8]2[CH:13]=[CH:12][CH:11]=[C:10]([CH2:14][CH3:15])[CH:9]=2)=[C:6]([C:16]([C@@H:26]2[CH2:31][CH2:30][CH2:29][N:28]([C:32]([C:34]3[CH:39]=[CH:38][C:37]([CH2:40][N:41](C(OC(C)(C)C)=O)[CH3:42])=[CH:36][C:35]=3[CH2:50][CH2:51][C:52]3[NH:56][N:55]=[N:54][N:53]=3)=[O:33])[CH2:27]2)([OH:25])[CH2:17][CH2:18][CH2:19][NH:20][C:21](=[O:24])[O:22][CH3:23])[CH:5]=[CH:4][CH:3]=1.Cl.